The task is: Predict the product of the given reaction.. This data is from Forward reaction prediction with 1.9M reactions from USPTO patents (1976-2016). (1) Given the reactants N[CH:2]([CH2:6][C:7]1[CH:12]=[CH:11][C:10]([O:13][CH2:14][CH2:15][C:16]2[CH:21]=[CH:20][C:19]([CH2:22][CH3:23])=[CH:18][N:17]=2)=[CH:9][CH:8]=1)[C:3]([OH:5])=[O:4].[BrH:24].N([O-])=O.[Na+].CC(C)=O, predict the reaction product. The product is: [Br:24][CH:2]([CH2:6][C:7]1[CH:12]=[CH:11][C:10]([O:13][CH2:14][CH2:15][C:16]2[CH:21]=[CH:20][C:19]([CH2:22][CH3:23])=[CH:18][N:17]=2)=[CH:9][CH:8]=1)[C:3]([OH:5])=[O:4]. (2) Given the reactants [NH:1]1C2C(=CC(B(O)O)=CC=2)C=C1.Br[C:14]1[CH:15]=[C:16]2[C:22](I)=[CH:21][N:20](S(C3C=CC(C)=CC=3)(=O)=O)[C:17]2=[N:18][CH:19]=1.[NH2:34][C:35]1[N:40]=[CH:39][C:38](B(O)O)=[CH:37][N:36]=1.COC1C=C(B(O)O)C=C(OC)C=1OC.BrC1C=C2[C:68]([C:69]3C=C4C(=CC=3)NC=C4)=[CH:67][N:66](S(C3C=CC(C)=CC=3)(=O)=O)[C:63]2=[N:64]C=1, predict the reaction product. The product is: [NH:20]1[C:17]2=[N:18][CH:19]=[C:14]([C:38]3[CH:37]=[N:36][C:35]([NH2:34])=[N:40][CH:39]=3)[CH:15]=[C:16]2[C:22]([C:68]2[CH:69]=[N:1][C:63]([NH2:64])=[N:66][CH:67]=2)=[CH:21]1. (3) Given the reactants [NH2:1][C:2]1[CH:3]=[C:4]2[C:8](=[CH:9][CH:10]=1)[C:7](=O)[CH2:6][CH2:5]2.[Si:12]([O:19][NH2:20])([C:15]([CH3:18])([CH3:17])[CH3:16])([CH3:14])[CH3:13].S(O)(C1C=CC(C)=CC=1)(=O)=O.O, predict the reaction product. The product is: [Si:12]([O:19][N:20]=[C:7]1[C:8]2[C:4](=[CH:3][C:2]([NH2:1])=[CH:10][CH:9]=2)[CH2:5][CH2:6]1)([C:15]([CH3:18])([CH3:17])[CH3:16])([CH3:14])[CH3:13].